This data is from Forward reaction prediction with 1.9M reactions from USPTO patents (1976-2016). The task is: Predict the product of the given reaction. Given the reactants [Cl:1][C:2]1[CH:3]=[C:4]([C@H:9]2[C:18]3[C:13](=[CH:14][C:15](I)=[CH:16][CH:17]=3)[C@@H:12]([N:20]([C:22]([O:24][C:25]([CH3:28])([CH3:27])[CH3:26])=[O:23])[CH3:21])[CH2:11][CH2:10]2)[CH:5]=[CH:6][C:7]=1[Cl:8].[CH2:29]([OH:34])[CH2:30][CH2:31][C:32]#[CH:33].C(NCC)C, predict the reaction product. The product is: [Cl:1][C:2]1[CH:3]=[C:4]([C@H:9]2[C:18]3[C:13](=[CH:14][C:15]([C:33]#[C:32][CH2:31][CH2:30][CH2:29][OH:34])=[CH:16][CH:17]=3)[C@@H:12]([N:20]([C:22]([O:24][C:25]([CH3:28])([CH3:27])[CH3:26])=[O:23])[CH3:21])[CH2:11][CH2:10]2)[CH:5]=[CH:6][C:7]=1[Cl:8].